This data is from Peptide-MHC class I binding affinity with 185,985 pairs from IEDB/IMGT. The task is: Regression. Given a peptide amino acid sequence and an MHC pseudo amino acid sequence, predict their binding affinity value. This is MHC class I binding data. (1) The peptide sequence is VYIEVLHLT. The MHC is HLA-A23:01 with pseudo-sequence HLA-A23:01. The binding affinity (normalized) is 0.624. (2) The peptide sequence is TPLALMDLL. The MHC is HLA-B07:02 with pseudo-sequence HLA-B07:02. The binding affinity (normalized) is 0.357. (3) The peptide sequence is NELGYSGYF. The MHC is HLA-A68:02 with pseudo-sequence HLA-A68:02. The binding affinity (normalized) is 0.0847. (4) The peptide sequence is KINRSKTPY. The MHC is HLA-A69:01 with pseudo-sequence HLA-A69:01. The binding affinity (normalized) is 0.0847. (5) The peptide sequence is MSTYGWNLVR. The MHC is HLA-A68:01 with pseudo-sequence HLA-A68:01. The binding affinity (normalized) is 0.703. (6) The peptide sequence is LPWFLDTTI. The binding affinity (normalized) is 0.0847. The MHC is HLA-A02:01 with pseudo-sequence HLA-A02:01. (7) The peptide sequence is MQLPGGWLL. The MHC is HLA-B40:01 with pseudo-sequence HLA-B40:01. The binding affinity (normalized) is 0.428. (8) The binding affinity (normalized) is 0.543. The MHC is HLA-C03:03 with pseudo-sequence HLA-C03:03. The peptide sequence is HAPWTQMAM.